This data is from Catalyst prediction with 721,799 reactions and 888 catalyst types from USPTO. The task is: Predict which catalyst facilitates the given reaction. (1) Reactant: [NH2:1][C:2]1[N:3]=[C:4]2[CH:9]=[CH:8][C:7]([O:10][C:11]3[CH:16]=[CH:15][C:14]([NH:17][C:18](=[O:20])[OH:19])=[CH:13][CH:12]=3)=[CH:6][N:5]2[CH:21]=1.[CH2:22](NC(=O)O)[C:23]1[CH:28]=[CH:27][CH:26]=[CH:25][CH:24]=1.[CH:33]1([C:36](Cl)=[O:37])[CH2:35][CH2:34]1.C(=O)([O-])O.[Na+]. Product: [CH:33]1([C:36]([NH:1][C:2]2[N:3]=[C:4]3[CH:9]=[CH:8][C:7]([O:10][C:11]4[CH:12]=[CH:13][C:14]([NH:17][C:18](=[O:19])[O:20][CH2:22][C:23]5[CH:24]=[CH:25][CH:26]=[CH:27][CH:28]=5)=[CH:15][CH:16]=4)=[CH:6][N:5]3[CH:21]=2)=[O:37])[CH2:35][CH2:34]1. The catalyst class is: 80. (2) Reactant: [H-].[Na+].[N:3]1[NH:4][N:5]=[N:6][C:7]=1[CH2:8][CH2:9][CH2:10][CH2:11][C:12]1[CH:17]=[CH:16][C:15]([OH:18])=[CH:14][CH:13]=1.Cl[CH2:20][C:21]1[N:22]=[C:23]([CH:26]=[CH:27][C:28]2[CH:33]=[CH:32][C:31]([S:34]([C:36]([F:39])([F:38])[F:37])=[O:35])=[CH:30][CH:29]=2)[O:24][CH:25]=1.Cl. Product: [F:39][C:36]([F:37])([F:38])[S:34]([C:31]1[CH:32]=[CH:33][C:28](/[CH:27]=[CH:26]/[C:23]2[O:24][CH:25]=[C:21]([CH2:20][O:18][C:15]3[CH:14]=[CH:13][C:12]([CH2:11][CH2:10][CH2:9][CH2:8][C:7]4[N:6]=[N:5][NH:4][N:3]=4)=[CH:17][CH:16]=3)[N:22]=2)=[CH:29][CH:30]=1)=[O:35]. The catalyst class is: 35.